Dataset: Forward reaction prediction with 1.9M reactions from USPTO patents (1976-2016). Task: Predict the product of the given reaction. (1) Given the reactants [C:1]1([N:7]2[C:11]3=[N:12][CH:13]=[N:14][C:15]([NH:16]/[N:17]=[CH:18]/[C:19]4[CH:27]=[CH:26][C:22]([C:23](O)=[O:24])=[CH:21][CH:20]=4)=[C:10]3[CH:9]=[N:8]2)[CH:6]=[CH:5][CH:4]=[CH:3][CH:2]=1.[NH2:28][CH2:29][CH2:30][CH2:31][N:32]1[CH2:36][CH2:35][CH2:34][CH2:33]1.C(OP(C#N)(=O)OCC)C.C(N(CC)CC)C, predict the reaction product. The product is: [C:1]1([N:7]2[C:11]3=[N:12][CH:13]=[N:14][C:15]([NH:16]/[N:17]=[CH:18]/[C:19]4[CH:27]=[CH:26][C:22]([C:23]([NH:28][CH2:29][CH2:30][CH2:31][N:32]5[CH2:36][CH2:35][CH2:34][CH2:33]5)=[O:24])=[CH:21][CH:20]=4)=[C:10]3[CH:9]=[N:8]2)[CH:2]=[CH:3][CH:4]=[CH:5][CH:6]=1. (2) Given the reactants Br[C:2]1[CH:3]=[C:4]2[C:8](=[C:9]([F:11])[CH:10]=1)[NH:7][CH2:6][CH2:5]2.[CH3:12][N:13]1[CH:17]=[C:16](B2OC(C)(C)C(C)(C)O2)[CH:15]=[N:14]1.C([O-])([O-])=O.[Na+].[Na+], predict the reaction product. The product is: [F:11][C:9]1[CH:10]=[C:2]([C:16]2[CH:15]=[N:14][N:13]([CH3:12])[CH:17]=2)[CH:3]=[C:4]2[C:8]=1[NH:7][CH2:6][CH2:5]2.